The task is: Regression. Given two drug SMILES strings and cell line genomic features, predict the synergy score measuring deviation from expected non-interaction effect.. This data is from NCI-60 drug combinations with 297,098 pairs across 59 cell lines. (1) Drug 1: CN1CCC(CC1)COC2=C(C=C3C(=C2)N=CN=C3NC4=C(C=C(C=C4)Br)F)OC. Drug 2: C1CN(P(=O)(OC1)NCCCl)CCCl. Cell line: SNB-75. Synergy scores: CSS=1.19, Synergy_ZIP=-2.99, Synergy_Bliss=-2.40, Synergy_Loewe=-12.7, Synergy_HSA=-2.38. (2) Drug 1: CC1C(C(CC(O1)OC2CC(CC3=C2C(=C4C(=C3O)C(=O)C5=C(C4=O)C(=CC=C5)OC)O)(C(=O)C)O)N)O.Cl. Drug 2: C1=CC(=CC=C1C#N)C(C2=CC=C(C=C2)C#N)N3C=NC=N3. Cell line: A498. Synergy scores: CSS=20.5, Synergy_ZIP=-4.95, Synergy_Bliss=-0.872, Synergy_Loewe=-17.0, Synergy_HSA=-1.77.